Dataset: Reaction yield outcomes from USPTO patents with 853,638 reactions. Task: Predict the reaction yield, written as a fraction of the theoretical maximum amount of product (1.0 means a 100% yield; for example, 0.34 means a 34% yield). (1) The reactants are [CH3:1][C:2]1[CH:10]=[CH:9][CH:8]=[CH:7][C:3]=1[C:4]([OH:6])=[O:5].C1C(=O)N([I:18])C(=O)C1. The catalyst is CN(C=O)C.CC([O-])=O.CC([O-])=O.[Pd+2]. The product is [I:18][C:7]1[CH:8]=[CH:9][CH:10]=[C:2]([CH3:1])[C:3]=1[C:4]([OH:6])=[O:5]. The yield is 0.950. (2) The product is [CH3:11][O:9][C:8]([C:4]1[S:3][C:2]([CH2:1][CH:25]([C:24]2[C:20]([CH2:16][CH2:17][CH2:18][CH3:19])=[N:21][O:22][C:23]=2[CH3:27])[OH:26])=[N:6][C:5]=1[CH3:7])=[O:10]. The reactants are [CH3:1][C:2]1[S:3][C:4]([C:8]([OH:10])=[O:9])=[C:5]([CH3:7])[N:6]=1.[CH2:11]([Li])CCC.[CH2:16]([C:20]1[C:24]([CH:25]=[O:26])=[C:23]([CH3:27])[O:22][N:21]=1)[CH2:17][CH2:18][CH3:19]. The yield is 0.790. The catalyst is C1COCC1.CCCCCC. (3) The reactants are [Br:1][C:2]1[CH:3]=[C:4]2[C:8](=[CH:9][CH:10]=1)[NH:7][N:6]=[CH:5]2.Br[CH2:12][CH2:13][Cl:14].C([O-])([O-])=O.[K+].[K+]. The yield is 0.580. The catalyst is CN(C=O)C. The product is [Br:1][C:2]1[CH:3]=[C:4]2[C:8](=[CH:9][CH:10]=1)[N:7]([CH2:12][CH2:13][Cl:14])[N:6]=[CH:5]2. (4) The reactants are Cl[CH2:2][C:3]1[N:4]([C:20]2[CH:25]=[CH:24][C:23]([N+:26]([O-:28])=[O:27])=[CH:22][CH:21]=2)[CH:5]=[C:6]([C:8]2[C:9]([C:14]3[CH:19]=[CH:18][CH:17]=[CH:16][CH:15]=3)=[N:10][O:11][C:12]=2[CH3:13])[N:7]=1.[CH3:29][O-:30].[Na+]. The catalyst is CO. The product is [CH3:29][O:30][CH2:2][C:3]1[N:4]([C:20]2[CH:25]=[CH:24][C:23]([N+:26]([O-:28])=[O:27])=[CH:22][CH:21]=2)[CH:5]=[C:6]([C:8]2[C:9]([C:14]3[CH:19]=[CH:18][CH:17]=[CH:16][CH:15]=3)=[N:10][O:11][C:12]=2[CH3:13])[N:7]=1. The yield is 0.550. (5) The product is [F:17][C:8]1[C:9]([O:11][CH2:12][C:13]([F:15])([F:16])[F:14])=[N:10][CH:2]=[C:3]([CH:7]=1)[C:4]([OH:6])=[O:5]. The reactants are Cl[C:2]1[N:10]=[C:9]([O:11][CH2:12][C:13]([F:16])([F:15])[F:14])[C:8]([F:17])=[CH:7][C:3]=1[C:4]([OH:6])=[O:5].C(N(CC)CC)C. The yield is 0.750. The catalyst is [Pd].C(O)C. (6) The catalyst is O1CCCC1.O. The yield is 0.0400. The product is [NH2:15][C:16]1[N:21]=[CH:20][N:19]=[C:18]2[N:22]([CH:26]([C:28]3[CH:33]=[C:32]([Cl:34])[C:31]([C:35]#[N:36])=[C:30]([CH:37]4[CH2:40][N:39]([C:41]([CH3:45])([CH3:46])[CH2:42][OH:43])[CH2:38]4)[C:29]=3[O:47][CH2:48][CH3:49])[CH3:27])[N:23]=[C:24]([CH3:25])[C:17]=12. The reactants are FC(F)(F)C(O)=O.FC(F)(F)C(O)=O.[NH2:15][C:16]1[N:21]=[CH:20][N:19]=[C:18]2[N:22]([CH:26]([C:28]3[C:29]([O:47][CH2:48][CH3:49])=[C:30]([CH:37]4[CH2:40][N:39]([C:41]([CH3:46])([CH3:45])[C:42](O)=[O:43])[CH2:38]4)[C:31]([C:35]#[N:36])=[C:32]([Cl:34])[CH:33]=3)[CH3:27])[N:23]=[C:24]([CH3:25])[C:17]=12.CN1CCOCC1.ClC(OCC(C)C)=O.[BH4-].[Na+].